From a dataset of Full USPTO retrosynthesis dataset with 1.9M reactions from patents (1976-2016). Predict the reactants needed to synthesize the given product. (1) Given the product [CH2:28]([O:27][C:11]1[CH:12]=[C:13]([O:19][CH2:20][C:21]2[CH:26]=[CH:25][CH:24]=[CH:23][CH:22]=2)[C:14]([C:16]([CH3:18])=[CH2:17])=[CH:15][C:10]=1[C:9]([OH:35])=[O:8])[C:29]1[CH:30]=[CH:31][CH:32]=[CH:33][CH:34]=1, predict the reactants needed to synthesize it. The reactants are: C([O:8][C:9](=[O:35])[C:10]1[CH:15]=[C:14]([C:16]([CH3:18])=[CH2:17])[C:13]([O:19][CH2:20][C:21]2[CH:26]=[CH:25][CH:24]=[CH:23][CH:22]=2)=[CH:12][C:11]=1[O:27][CH2:28][C:29]1[CH:34]=[CH:33][CH:32]=[CH:31][CH:30]=1)C1C=CC=CC=1.[OH-].[Li+].Cl. (2) Given the product [Br:20][CH:10]([C:7]1[CH:6]=[CH:5][C:4]([N+:1]([O-:3])=[O:2])=[CH:9][CH:8]=1)[C:11]([O:13][CH3:14])=[O:12], predict the reactants needed to synthesize it. The reactants are: [N+:1]([C:4]1[CH:9]=[CH:8][C:7]([CH2:10][C:11]([O:13][CH3:14])=[O:12])=[CH:6][CH:5]=1)([O-:3])=[O:2].C(Cl)(Cl)(Cl)Cl.[Br:20]N1C(=O)CCC1=O.CC(N=NC(C#N)(C)C)(C#N)C. (3) The reactants are: [Cl:1][C:2]1[C:3]2[CH:10]=[CH:9][NH:8][C:4]=2[N:5]=[CH:6][N:7]=1.[H-].[Na+].[Cl:13][CH2:14][CH2:15][CH:16](OS(C)(=O)=O)[C:17]1[CH:22]=[CH:21][CH:20]=[CH:19][CH:18]=1. Given the product [Cl:1][C:2]1[C:3]2[CH:10]=[CH:9][N:8]([CH:16]([C:17]3[CH:22]=[CH:21][CH:20]=[CH:19][CH:18]=3)[CH2:15][CH2:14][Cl:13])[C:4]=2[N:5]=[CH:6][N:7]=1, predict the reactants needed to synthesize it. (4) Given the product [N+:14]([C:17]1[CH:22]=[CH:21][C:20]([O:23][C:2]2[CH:7]=[CH:6][N:5]=[CH:4][C:3]=2[C:8]2[CH:13]=[CH:12][CH:11]=[CH:10][CH:9]=2)=[CH:19][CH:18]=1)([O-:16])=[O:15], predict the reactants needed to synthesize it. The reactants are: Cl[C:2]1[CH:7]=[CH:6][N:5]=[CH:4][C:3]=1[C:8]1[CH:13]=[CH:12][CH:11]=[CH:10][CH:9]=1.[N+:14]([C:17]1[CH:22]=[CH:21][C:20]([OH:23])=[CH:19][CH:18]=1)([O-:16])=[O:15].CCN(C(C)C)C(C)C.CN1CCCC1=O. (5) Given the product [C:18]([O:22][C:23]([N:25]1[CH2:30][CH2:29][CH:28]([O:9][C:4]2[CH:5]=[CH:6][CH:7]=[CH:8][C:3]=2[C:2]([F:10])([F:11])[F:1])[CH2:27][CH2:26]1)=[O:24])([CH3:21])([CH3:19])[CH3:20], predict the reactants needed to synthesize it. The reactants are: [F:1][C:2]([F:11])([F:10])[C:3]1[CH:8]=[CH:7][CH:6]=[CH:5][C:4]=1[OH:9].C(=O)([O-])[O-].[Cs+].[Cs+].[C:18]([O:22][C:23]([N:25]1[CH2:30][CH2:29][CH:28](OS(C)(=O)=O)[CH2:27][CH2:26]1)=[O:24])([CH3:21])([CH3:20])[CH3:19].